Dataset: TCR-epitope binding with 47,182 pairs between 192 epitopes and 23,139 TCRs. Task: Binary Classification. Given a T-cell receptor sequence (or CDR3 region) and an epitope sequence, predict whether binding occurs between them. (1) The epitope is GTSGSPIINR. The TCR CDR3 sequence is CASSPSQETQYF. Result: 1 (the TCR binds to the epitope). (2) Result: 0 (the TCR does not bind to the epitope). The TCR CDR3 sequence is CATSRDARVTEAFF. The epitope is KMKDLSPRW. (3) The epitope is KLPDDFTGCV. The TCR CDR3 sequence is CASRPPQGVREQYF. Result: 0 (the TCR does not bind to the epitope). (4) Result: 0 (the TCR does not bind to the epitope). The TCR CDR3 sequence is CASSLGDYLYNEQFF. The epitope is GLNKIVRMY.